Task: Binary Classification. Given a miRNA mature sequence and a target amino acid sequence, predict their likelihood of interaction.. Dataset: Experimentally validated miRNA-target interactions with 360,000+ pairs, plus equal number of negative samples The miRNA is hsa-miR-6783-5p with sequence UAGGGGAAAAGUCCUGAUCCGG. The protein sequence of the target gene is MASATDSRYGQKESSDQNFDYMFKILIIGNSSVGKTSFLFRYADDSFTPAFVSTVGIDFKVKTIYRNDKRIKLQIWDTAGQERYRTITTAYYRGAMGFILMYDITNEESFNAVQDWSTQIKTYSWDNAQVLLVGNKCDMEDERVVSSERGRQLADHLGFEFFEASAKDNINVKQTFERLVDVICEKMSESLDTADPAVTGAKQGPQLSDQQVPPHQDCAC. Result: 1 (interaction).